From a dataset of Forward reaction prediction with 1.9M reactions from USPTO patents (1976-2016). Predict the product of the given reaction. (1) Given the reactants [CH:1]([C:3]1[CH:4]=[C:5]2[C:10](=[CH:11][CH:12]=1)[N:9]=[CH:8][C:7]([C:13]#[N:14])=[C:6]2[CH2:15][CH:16]([CH3:18])[CH3:17])=O.COC1C=CC(/C=[C:34]2/[C:35]([NH:37][C:38]([S:40]/2)=[NH:39])=[O:36])=CC=1OC1CCCC1.C([O-])(=O)C.[Na+], predict the reaction product. The product is: [NH2:39][C:38]1[S:40]/[C:34](=[CH:1]\[C:3]2[CH:4]=[C:5]3[C:10](=[CH:11][CH:12]=2)[N:9]=[CH:8][C:7]([C:13]#[N:14])=[C:6]3[CH2:15][CH:16]([CH3:18])[CH3:17])/[C:35](=[O:36])[N:37]=1. (2) Given the reactants [CH3:1][N:2]1[C:6]([CH3:7])=[C:5]([CH:8]=O)[CH:4]=[N:3]1.C[Si](Cl)(C)C.[NH2:15][C:16]1[CH:17]=[C:18]([C:23]2[CH:24]=[C:25]3[CH:32]=[CH:31][N:30](C(OC(C)(C)C)=O)[C:26]3=[N:27][C:28]=2[CH3:29])[CH:19]=[N:20][C:21]=1[Cl:22].C(O[BH-](OC(=O)C)OC(=O)C)(=O)C.[Na+], predict the reaction product. The product is: [Cl:22][C:21]1[N:20]=[CH:19][C:18]([C:23]2[CH:24]=[C:25]3[CH:32]=[CH:31][NH:30][C:26]3=[N:27][C:28]=2[CH3:29])=[CH:17][C:16]=1[NH:15][CH2:8][C:5]1[CH:4]=[N:3][N:2]([CH3:1])[C:6]=1[CH3:7]. (3) Given the reactants [N:1]1[CH:6]=[CH:5][C:4]([CH2:7][C:8]([OH:10])=O)=[N:3][CH:2]=1.Cl.[NH:12]1[C:20]2[C:15](=[CH:16][C:17]([NH:21][C:22]([C:24]3[C:25]([C:30]4[CH:35]=[CH:34][C:33]([CH3:36])=[CH:32][CH:31]=4)=[CH:26][CH:27]=[CH:28][CH:29]=3)=[O:23])=[CH:18][CH:19]=2)[CH2:14][CH2:13]1.F[P-](F)(F)(F)(F)F.N1(O[P+](N2CCCC2)(N2CCCC2)N2CCCC2)C2C=CC=CC=2N=N1.C(N(C(C)C)CC)(C)C, predict the reaction product. The product is: [CH3:36][C:33]1[CH:32]=[CH:31][C:30]([C:25]2[C:24]([C:22]([NH:21][C:17]3[CH:16]=[C:15]4[C:20](=[CH:19][CH:18]=3)[N:12]([C:8](=[O:10])[CH2:7][C:4]3[CH:5]=[CH:6][N:1]=[CH:2][N:3]=3)[CH2:13][CH2:14]4)=[O:23])=[CH:29][CH:28]=[CH:27][CH:26]=2)=[CH:35][CH:34]=1. (4) Given the reactants [O:1]1[C@H:6]2[CH2:7][N:8]([CH2:10]/[CH:11]=[CH:12]/[C:13]([OH:15])=O)[CH2:9][C@H:5]2[O:4][CH2:3][CH2:2]1.C(Cl)(=O)C([Cl:19])=O, predict the reaction product. The product is: [O:1]1[C@H:6]2[CH2:7][N:8]([CH2:10]/[CH:11]=[CH:12]/[C:13]([Cl:19])=[O:15])[CH2:9][C@H:5]2[O:4][CH2:3][CH2:2]1. (5) The product is: [Br-:32].[C:10]([C:9]([C:17]1[S:18][CH:19]=[CH:20][CH:21]=1)([C:12]1[S:13][CH:14]=[CH:15][CH:16]=1)[C:4]12[CH2:7][CH2:8][N+:1]([CH2:31][CH2:30][CH2:29][O:28][C:22]3[CH:27]=[CH:26][CH:25]=[CH:24][CH:23]=3)([CH2:6][CH2:5]1)[CH2:2][CH2:3]2)#[N:11]. Given the reactants [N:1]12[CH2:8][CH2:7][C:4]([C:9]([C:17]3[S:18][CH:19]=[CH:20][CH:21]=3)([C:12]3[S:13][CH:14]=[CH:15][CH:16]=3)[C:10]#[N:11])([CH2:5][CH2:6]1)[CH2:3][CH2:2]2.[C:22]1([O:28][CH2:29][CH2:30][CH2:31][Br:32])[CH:27]=[CH:26][CH:25]=[CH:24][CH:23]=1, predict the reaction product.